Predict the reactants needed to synthesize the given product. From a dataset of Full USPTO retrosynthesis dataset with 1.9M reactions from patents (1976-2016). (1) Given the product [NH2:1][CH2:4][CH:5]1[O:6][C:7]2[C:8](=[CH:9][CH:10]=[C:11]3[NH:12][C:13](=[O:16])[O:14][C:15]3=2)[O:17][CH2:18]1, predict the reactants needed to synthesize it. The reactants are: [N:1]([CH2:4][C@H:5]1[CH2:18][O:17][C:8]2[CH:9]=[CH:10][C:11]3[NH:12][C:13](=[O:16])[O:14][C:15]=3[C:7]=2[O:6]1)=[N+]=[N-].[H][H].Cl. (2) Given the product [F:1][C:2]1[CH:7]=[C:6]([S:8]([CH3:11])(=[O:10])=[O:9])[CH:5]=[CH:4][C:3]=1[C:12]1[O:13][C:14]2[CH:20]=[CH:19][C:18]([CH:21]3[CH2:26][CH2:25][N:24]([S:27]([CH2:30][CH2:31][CH2:44][OH:45])(=[O:28])=[O:29])[CH2:23][CH2:22]3)=[CH:17][C:15]=2[N:16]=1, predict the reactants needed to synthesize it. The reactants are: [F:1][C:2]1[CH:7]=[C:6]([S:8]([CH3:11])(=[O:10])=[O:9])[CH:5]=[CH:4][C:3]=1[C:12]1[O:13][C:14]2[CH:20]=[CH:19][C:18]([CH:21]3[CH2:26][CH2:25][N:24]([S:27]([CH2:30][C:31](OCC)=O)(=[O:29])=[O:28])[CH2:23][CH2:22]3)=[CH:17][C:15]=2[N:16]=1.[H-].[Al+3].[Li+].[H-].[H-].[H-].C1C[O:45][CH2:44]C1. (3) Given the product [OH:17][NH:16][C:12](=[O:14])[CH2:11][C:4]1[CH:3]=[C:2]([Cl:1])[C:7]([O:8][CH3:9])=[C:6]([Cl:10])[CH:5]=1, predict the reactants needed to synthesize it. The reactants are: [Cl:1][C:2]1[CH:3]=[C:4]([CH2:11][C:12]([O:14]C)=O)[CH:5]=[C:6]([Cl:10])[C:7]=1[O:8][CH3:9].[NH2:16][OH:17]. (4) Given the product [CH3:24][C:13](=[CH2:12])[CH:14]([C:18]1[CH:23]=[CH:22][CH:21]=[CH:20][CH:19]=1)[CH2:15][CH:16]=[O:17], predict the reactants needed to synthesize it. The reactants are: [Cr](Cl)([O-])(=O)=O.[NH+]1C=CC=CC=1.[CH3:12][C:13](=[CH2:24])[CH:14]([C:18]1[CH:23]=[CH:22][CH:21]=[CH:20][CH:19]=1)[CH2:15][CH2:16][OH:17].C([O-])(=O)C.[Na+].C(OCC)C. (5) Given the product [CH:10]1([CH2:15][C:16]([N:40]2[CH2:41][CH2:42][C:43]3[N:44]=[C:36]([NH:35][S:32]([C:24]4[CH:23]=[C:22]([C:21]([F:20])([F:45])[F:46])[CH:27]=[C:26]([C:28]([F:31])([F:30])[F:29])[CH:25]=4)(=[O:34])=[O:33])[S:37][C:38]=3[CH2:39]2)=[O:17])[CH2:14][CH2:13][CH2:12][CH2:11]1, predict the reactants needed to synthesize it. The reactants are: CCN(C(C)C)C(C)C.[CH:10]1([CH2:15][C:16](Cl)=[O:17])[CH2:14][CH2:13][CH2:12][CH2:11]1.Cl.[F:20][C:21]([F:46])([F:45])[C:22]1[CH:23]=[C:24]([S:32]([NH:35][C:36]2[S:37][C:38]3[CH2:39][NH2+:40][CH2:41][CH2:42][C:43]=3[N:44]=2)(=[O:34])=[O:33])[CH:25]=[C:26]([C:28]([F:31])([F:30])[F:29])[CH:27]=1.OS([O-])(=O)=O.[Na+]. (6) Given the product [O:26]=[C:21]1[CH2:22][O:23][CH2:24][CH2:25][N:20]1[C:17]1[CH:16]=[CH:15][C:14]([NH:13][C:10]([C:2]2[NH:1][C:5]3[CH:6]=[CH:7][CH:8]=[CH:9][C:4]=3[N:3]=2)=[O:12])=[CH:19][CH:18]=1, predict the reactants needed to synthesize it. The reactants are: [NH:1]1[C:5]2[CH:6]=[CH:7][CH:8]=[CH:9][C:4]=2[N:3]=[C:2]1[C:10]([OH:12])=O.[NH2:13][C:14]1[CH:19]=[CH:18][C:17]([N:20]2[CH2:25][CH2:24][O:23][CH2:22][C:21]2=[O:26])=[CH:16][CH:15]=1.C1N(P(Cl)(N2C(=O)OCC2)=O)C(=O)OC1.CCN(CC)CC. (7) The reactants are: [C:1]1([C@@H:7]2[CH2:9][C@H:8]2[C:10]([OH:12])=O)[CH:6]=[CH:5][CH:4]=[CH:3][CH:2]=1.CN(C(ON1N=NC2C=CC=CC1=2)=[N+](C)C)C.[B-](F)(F)(F)F.[CH2:35]([C@@H:39]1[NH:44][CH2:43][C@H:42]([CH2:45][CH:46]([CH3:48])[CH3:47])[NH:41][C:40]1=[O:49])[CH:36]([CH3:38])[CH3:37].CCN(C(C)C)C(C)C. Given the product [CH2:35]([C@@H:39]1[N:44]([C:10]([C@@H:8]2[CH2:9][C@H:7]2[C:1]2[CH:2]=[CH:3][CH:4]=[CH:5][CH:6]=2)=[O:12])[CH2:43][C@H:42]([CH2:45][CH:46]([CH3:48])[CH3:47])[NH:41][C:40]1=[O:49])[CH:36]([CH3:38])[CH3:37], predict the reactants needed to synthesize it. (8) Given the product [CH3:32][N:33]1[CH2:38][CH2:37][N:36]([CH2:2][C:3]([N:5]2[CH2:10][CH2:9][CH:8]([C@@H:11]([NH:15][S:16]([C:19]3[S:20][C:21]([C:24]4[CH:29]=[CH:28][C:27]([O:30][CH3:31])=[CH:26][CH:25]=4)=[CH:22][CH:23]=3)(=[O:18])=[O:17])[C:12]([OH:14])=[O:13])[CH2:7][CH2:6]2)=[O:4])[CH2:35][CH2:34]1, predict the reactants needed to synthesize it. The reactants are: Cl[CH2:2][C:3]([N:5]1[CH2:10][CH2:9][CH:8]([C@@H:11]([NH:15][S:16]([C:19]2[S:20][C:21]([C:24]3[CH:29]=[CH:28][C:27]([O:30][CH3:31])=[CH:26][CH:25]=3)=[CH:22][CH:23]=2)(=[O:18])=[O:17])[C:12]([OH:14])=[O:13])[CH2:7][CH2:6]1)=[O:4].[CH3:32][N:33]1[CH2:38][CH2:37][NH:36][CH2:35][CH2:34]1.